This data is from Forward reaction prediction with 1.9M reactions from USPTO patents (1976-2016). The task is: Predict the product of the given reaction. (1) Given the reactants [CH3:1][O:2][C:3]1[CH:10]=[C:9]([O:11][CH3:12])[CH:8]=[CH:7][C:4]=1[CH:5]=O.[S:13]1[CH:17]=[N:16][N:15]=[C:14]1[NH2:18].[BH4-].[Na+].[OH-].[Na+], predict the reaction product. The product is: [CH3:1][O:2][C:3]1[CH:10]=[C:9]([O:11][CH3:12])[CH:8]=[CH:7][C:4]=1[CH2:5][NH:18][C:14]1[S:13][CH:17]=[N:16][N:15]=1. (2) Given the reactants [CH2:1]([O:3][C:4]([C@H:6]1[C@@H:11]([NH2:12])[CH2:10][CH2:9][N:8]([CH2:13][CH2:14][O:15][C:16]2[CH:25]=[N:24][C:23]3[C:18](=[CH:19][C:20]([O:26][CH3:27])=[CH:21][CH:22]=3)[N:17]=2)[CH2:7]1)=[O:5])[CH3:2].[O:28]=[C:29]1[NH:34][C:33]2[CH:35]=[C:36]([C:39](O)=[O:40])[CH:37]=[CH:38][C:32]=2[S:31][CH2:30]1, predict the reaction product. The product is: [CH2:1]([O:3][C:4]([C@H:6]1[C@@H:11]([NH:12][C:39]([C:36]2[CH:37]=[CH:38][C:32]3[S:31][CH2:30][C:29](=[O:28])[NH:34][C:33]=3[CH:35]=2)=[O:40])[CH2:10][CH2:9][N:8]([CH2:13][CH2:14][O:15][C:16]2[CH:25]=[N:24][C:23]3[C:18](=[CH:19][C:20]([O:26][CH3:27])=[CH:21][CH:22]=3)[N:17]=2)[CH2:7]1)=[O:5])[CH3:2].